From a dataset of Forward reaction prediction with 1.9M reactions from USPTO patents (1976-2016). Predict the product of the given reaction. (1) Given the reactants CO[C:3](=[O:12])[C:4]1[CH:9]=[CH:8][C:7]([OH:10])=[CH:6][C:5]=1[F:11].Cl[CH2:14][C:15]1[S:16][CH:17]=[CH:18][CH:19]=1.[NH:20]1[CH2:24][CH2:23][CH2:22][C@H:21]1[CH2:25][N:26]1[CH2:30][CH2:29][CH2:28][CH2:27]1, predict the reaction product. The product is: [F:11][C:5]1[CH:6]=[C:7]([O:10][CH2:14][C:15]2[S:16][CH:17]=[CH:18][CH:19]=2)[CH:8]=[CH:9][C:4]=1[C:3]([N:20]1[CH2:24][CH2:23][CH2:22][C@H:21]1[CH2:25][N:26]1[CH2:30][CH2:29][CH2:28][CH2:27]1)=[O:12]. (2) Given the reactants [CH3:1][NH:2][C:3]([CH:5]1[CH2:10][N:9](C(OCC2C=CC=CC=2)=O)[CH2:8][CH2:7][N:6]1[C:21]([O:23][C:24]([CH3:27])([CH3:26])[CH3:25])=[O:22])=[O:4], predict the reaction product. The product is: [CH3:1][NH:2][C:3]([CH:5]1[CH2:10][NH:9][CH2:8][CH2:7][N:6]1[C:21]([O:23][C:24]([CH3:27])([CH3:26])[CH3:25])=[O:22])=[O:4]. (3) Given the reactants C(O[C:4]([C:6]1[S:7][C:8](C2C=CC(Cl)=CC=2)=[C:9]([C:11]2[CH:16]=[CH:15][C:14]([Cl:17])=[CH:13][CH:12]=2)[N:10]=1)=[O:5])C.[CH:25]1([NH2:31])[CH2:30][CH2:29][CH2:28][CH2:27][CH2:26]1, predict the reaction product. The product is: [CH:25]1([NH:31][C:4]([C:6]2[S:7][CH:8]=[C:9]([C:11]3[CH:12]=[CH:13][C:14]([Cl:17])=[CH:15][CH:16]=3)[N:10]=2)=[O:5])[CH2:30][CH2:29][CH2:28][CH2:27][CH2:26]1. (4) Given the reactants [BH4-].[Na+].C([S:6][CH:7]1[CH2:12][CH2:11][N:10]([C:13]([O:15][CH2:16][C:17]2[CH:22]=[CH:21][CH:20]=[CH:19][CH:18]=2)=[O:14])[CH2:9][CH2:8]1)(=O)C, predict the reaction product. The product is: [SH:6][CH:7]1[CH2:8][CH2:9][N:10]([C:13]([O:15][CH2:16][C:17]2[CH:22]=[CH:21][CH:20]=[CH:19][CH:18]=2)=[O:14])[CH2:11][CH2:12]1.